Dataset: Tox21: 12 toxicity assays (nuclear receptors and stress response pathways). Task: Binary classification across 12 toxicity assays. (1) The drug is Nc1ccc(Oc2ccc(Cl)cc2)cc1. It tested positive (active) for: NR-Aromatase (Aromatase enzyme inhibition), and SR-ARE (Antioxidant Response Element (oxidative stress)). (2) The drug is Oc1ccc(C(=C(Cl)Cl)c2ccc(O)cc2)cc1. It tested positive (active) for: NR-ER (Estrogen Receptor agonist activity), SR-ARE (Antioxidant Response Element (oxidative stress)), SR-HSE (Heat Shock Element response), and SR-MMP (Mitochondrial Membrane Potential disruption). (3) It tested positive (active) for: SR-MMP (Mitochondrial Membrane Potential disruption). The compound is CC(=O)Nc1ccc(S(=O)(=O)Nc2ccc([N+](=O)[O-])cc2)cc1. (4) The drug is CC(=O)OC/C=C(\C)CC/C=C(\C)CCC=C(C)C. It tested positive (active) for: SR-ARE (Antioxidant Response Element (oxidative stress)). (5) The compound is Oc1ccc2c(c1)OCO2. It tested positive (active) for: NR-AR (Androgen Receptor agonist activity), and NR-AR-LBD (Androgen Receptor Ligand Binding Domain agonist).